Task: Predict the product of the given reaction.. Dataset: Forward reaction prediction with 1.9M reactions from USPTO patents (1976-2016) (1) Given the reactants C(Cl)(=O)C([Cl:4])=O.[F:7][C:8]1[CH:13]=[CH:12][C:11]([NH:14][C:15]([C:17]2([C:20]([OH:22])=O)[CH2:19][CH2:18]2)=[O:16])=[CH:10][CH:9]=1, predict the reaction product. The product is: [F:7][C:8]1[CH:13]=[CH:12][C:11]([NH:14][C:15]([C:17]2([C:20]([Cl:4])=[O:22])[CH2:19][CH2:18]2)=[O:16])=[CH:10][CH:9]=1. (2) The product is: [F:14][C:15]([F:20])([F:19])[C:16]([OH:18])=[O:17].[CH2:1]([O:5][C:6]1[CH:13]=[CH:12][CH:11]=[CH:10][C:7]=1[CH2:8][NH2:9])[CH:2]([CH3:4])[CH3:3]. Given the reactants [CH2:1]([O:5][C:6]1[CH:13]=[CH:12][CH:11]=[CH:10][C:7]=1[C:8]#[N:9])[CH:2]([CH3:4])[CH3:3].[F:14][C:15]([F:20])([F:19])[C:16]([OH:18])=[O:17].C(OC1C=CC=CC=1CN)CC, predict the reaction product. (3) Given the reactants [Br:1][C:2]1[CH:18]=[CH:17][C:5]([NH:6][CH2:7][CH:8]([OH:16])[CH2:9][C:10]2[CH:15]=[CH:14][CH:13]=[CH:12][CH:11]=2)=[CH:4][CH:3]=1.C(N(CC)C(C)C)(C)C.Cl[C:29](Cl)([O:31]C(=O)OC(Cl)(Cl)Cl)Cl, predict the reaction product. The product is: [CH2:9]([CH:8]1[O:16][C:29](=[O:31])[N:6]([C:5]2[CH:4]=[CH:3][C:2]([Br:1])=[CH:18][CH:17]=2)[CH2:7]1)[C:10]1[CH:15]=[CH:14][CH:13]=[CH:12][CH:11]=1. (4) Given the reactants [NH2:1][C:2]1[C:11]([N+:12]([O-:14])=[O:13])=[CH:10][C:5]([C:6]([O:8][CH3:9])=[O:7])=[CH:4][C:3]=1Br.[F:16][C:17]1[CH:22]=[CH:21][C:20](B(O)O)=[CH:19][CH:18]=1.C(NC(C)C)(C)C.CN(C)C=O, predict the reaction product. The product is: [NH2:1][C:2]1[C:3]([C:20]2[CH:21]=[CH:22][C:17]([F:16])=[CH:18][CH:19]=2)=[CH:4][C:5]([C:6]([O:8][CH3:9])=[O:7])=[CH:10][C:11]=1[N+:12]([O-:14])=[O:13]. (5) Given the reactants [Si:1]([O:8][C@H:9]1[C@@H:13]([Cl:14])[C@H:12]([N:15]2[CH:20]=[CH:19][C:18](=[O:21])[NH:17][C:16]2=[O:22])[O:11][C@@:10]1([CH2:25][O:26][Si:27]([C:30]([CH3:33])([CH3:32])[CH3:31])([CH3:29])[CH3:28])[CH:23]=O)([C:4]([CH3:7])([CH3:6])[CH3:5])([CH3:3])[CH3:2].O[NH2:35].Cl, predict the reaction product. The product is: [Si:27]([O:26][C@H:25]1[C@@H:13]([Cl:14])[C@H:12]([N:15]2[CH:20]=[CH:19][C:18](=[O:21])[NH:17][C:16]2=[O:22])[O:11][C@@:10]1([CH2:9][O:8][Si:1]([C:4]([CH3:7])([CH3:6])[CH3:5])([CH3:2])[CH3:3])[C:23]#[N:35])([C:30]([CH3:31])([CH3:33])[CH3:32])([CH3:28])[CH3:29]. (6) Given the reactants [Cl:1][C:2]1[C:3]([C:13]([F:16])([F:15])[F:14])=[N:4][NH:5][C:6]=1[C:7]1[CH:12]=[CH:11][CH:10]=[CH:9][CH:8]=1.C([O-])([O-])=O.[K+].[K+].Cl[CH2:24][C:25]([N:27]1[CH2:32][CH2:31][N:30]([C:33]2[CH:38]=[CH:37][C:36]([Cl:39])=[C:35]([O:40][CH3:41])[CH:34]=2)[CH2:29][CH2:28]1)=[O:26].CN(C=O)C, predict the reaction product. The product is: [Cl:39][C:36]1[CH:37]=[CH:38][C:33]([N:30]2[CH2:31][CH2:32][N:27]([C:25](=[O:26])[CH2:24][N:5]3[C:6]([C:7]4[CH:12]=[CH:11][CH:10]=[CH:9][CH:8]=4)=[C:2]([Cl:1])[C:3]([C:13]([F:14])([F:16])[F:15])=[N:4]3)[CH2:28][CH2:29]2)=[CH:34][C:35]=1[O:40][CH3:41]. (7) Given the reactants Br[C:2]1[C:6]2=[N:7][CH:8]=[CH:9][CH:10]=[C:5]2[N:4]([CH3:11])[CH:3]=1.[N+:12]([C:15]1[CH:20]=[CH:19][C:18](B(O)O)=[CH:17][CH:16]=1)([O-:14])=[O:13].C([O-])([O-])=O.[Na+].[Na+], predict the reaction product. The product is: [CH3:11][N:4]1[C:5]2[C:6](=[N:7][CH:8]=[CH:9][CH:10]=2)[C:2]([C:18]2[CH:19]=[CH:20][C:15]([N+:12]([O-:14])=[O:13])=[CH:16][CH:17]=2)=[CH:3]1. (8) Given the reactants [C:1]([C:3]1[C:21]([NH:22][S:23](=[O:26])(=[O:25])[NH2:24])=[CH:20][CH:19]=[CH:18][C:4]=1[O:5][CH2:6][CH:7]1[CH2:12][CH2:11][CH2:10][CH2:9][N:8]1[C:13]([NH:15][CH2:16][CH3:17])=[O:14])#[N:2].[OH-].[Na+].CC(O)=O, predict the reaction product. The product is: [NH2:2][C:1]1[C:3]2[C:4]([O:5][CH2:6][CH:7]3[CH2:12][CH2:11][CH2:10][CH2:9][N:8]3[C:13]([NH:15][CH2:16][CH3:17])=[O:14])=[CH:18][CH:19]=[CH:20][C:21]=2[NH:22][S:23](=[O:25])(=[O:26])[N:24]=1. (9) Given the reactants [C:1]1([C:7](=O)[CH2:8][C:9]2[CH:14]=[N:13][CH:12]=[CH:11][N:10]=2)[CH:6]=[CH:5][CH:4]=[CH:3][CH:2]=1.[CH2:16]([O:18][C:19]1[CH:20]=[C:21]([CH:24]=[C:25]([N+:28]([O-:30])=[O:29])[C:26]=1[OH:27])[CH:22]=O)[CH3:17].[NH2:31][C:32]([NH2:34])=[O:33].Cl, predict the reaction product. The product is: [CH2:16]([O:18][C:19]1[CH:20]=[C:21]([CH:22]2[C:8]([C:9]3[CH:14]=[N:13][CH:12]=[CH:11][N:10]=3)=[C:7]([C:1]3[CH:6]=[CH:5][CH:4]=[CH:3][CH:2]=3)[NH:34][C:32](=[O:33])[NH:31]2)[CH:24]=[C:25]([N+:28]([O-:30])=[O:29])[C:26]=1[OH:27])[CH3:17]. (10) Given the reactants [NH2:1][C:2]1[C:3]([O:12][CH2:13][CH3:14])=[CH:4][C:5]([Cl:11])=[C:6]([CH:10]=1)[C:7]([O-:9])=[O:8].[K+].[N:16]([O-])=O.[Na+].[Sn](Cl)Cl, predict the reaction product. The product is: [Cl:11][C:5]1[CH:4]=[C:3]([O:12][CH2:13][CH3:14])[C:2]([NH:1][NH2:16])=[CH:10][C:6]=1[C:7]([OH:9])=[O:8].